From a dataset of Full USPTO retrosynthesis dataset with 1.9M reactions from patents (1976-2016). Predict the reactants needed to synthesize the given product. (1) Given the product [F:1][C:2]1[CH:3]=[C:4]([N:9]2[C:14](=[O:15])[C:13]([O:16][CH2:17][CH2:18][CH:19]=[C:20]([CH3:22])[CH3:21])=[C:12]([C:23]3[CH:28]=[CH:27][C:26]([S:29]([NH2:33])(=[O:31])=[O:30])=[CH:25][CH:24]=3)[CH:11]=[N:10]2)[CH:5]=[CH:6][C:7]=1[F:8], predict the reactants needed to synthesize it. The reactants are: [F:1][C:2]1[CH:3]=[C:4]([N:9]2[C:14](=[O:15])[C:13]([O:16][CH2:17][CH2:18][CH:19]=[C:20]([CH3:22])[CH3:21])=[C:12]([C:23]3[CH:28]=[CH:27][C:26]([S:29](C)(=[O:31])=[O:30])=[CH:25][CH:24]=3)[CH:11]=[N:10]2)[CH:5]=[CH:6][C:7]=1[F:8].[NH3:33]. (2) Given the product [CH3:1][C:2]1[N:3]([CH:15]([CH:17]2[CH2:18][CH2:19][O:20][CH2:21][CH2:22]2)[CH3:16])[C:4]2[C:9]([C:10]=1[C:11]([OH:13])=[O:12])=[CH:8][CH:7]=[CH:6][CH:5]=2, predict the reactants needed to synthesize it. The reactants are: [CH3:1][C:2]1[N:3]([CH:15]([CH:17]2[CH2:22][CH2:21][O:20][CH2:19][CH2:18]2)[CH3:16])[C:4]2[C:9]([C:10]=1[C:11]([O:13]C)=[O:12])=[CH:8][CH:7]=[CH:6][CH:5]=2.Cl. (3) The reactants are: [CH2:1]([C:4]1([C:17]([O:19][CH3:20])=[O:18])[CH2:9][CH2:8][CH:7]([C:10]2[CH:15]=[CH:14][C:13]([Cl:16])=[CH:12][CH:11]=2)[CH2:6][CH2:5]1)[CH:2]=C.[O:21]=[O+][O-].O=O.CSC. Given the product [Cl:16][C:13]1[CH:14]=[CH:15][C:10]([CH:7]2[CH2:8][CH2:9][C:4]([CH2:1][CH:2]=[O:21])([C:17]([O:19][CH3:20])=[O:18])[CH2:5][CH2:6]2)=[CH:11][CH:12]=1, predict the reactants needed to synthesize it. (4) Given the product [NH2:1][C:2]1[N:10]=[C:9]2[C:5]([N:6]=[CH:7][N:8]2[CH2:11][CH2:12][CH:16]([CH2:20][OH:21])[CH2:17][OH:18])=[CH:4][N:3]=1, predict the reactants needed to synthesize it. The reactants are: [NH2:1][C:2]1[N:10]=[C:9]2[C:5]([N:6]=[CH:7][N:8]2[CH2:11][CH2:12]Br)=[CH:4][N:3]=1.C([C:16](CC)([C:20]([O-])=[O:21])[C:17]([O-])=[O:18])C.C(=O)([O-])[O-].[K+].[K+].[BH4-].[Na+].Cl. (5) Given the product [Cl:29][C:30]1[CH:35]=[CH:34][CH:33]=[CH:32][C:31]=1[C:36]1[N:39]=[C:26]([CH:11]2[CH2:12][CH:13]([C:15]3[CH:20]=[CH:19][C:18]([O:21][C:22]([F:23])([F:25])[F:24])=[CH:17][CH:16]=3)[CH2:14][N:9]([C:7]([N:1]3[CH2:6][CH2:5][O:4][CH2:3][CH2:2]3)=[O:8])[CH2:10]2)[O:28][N:37]=1, predict the reactants needed to synthesize it. The reactants are: [N:1]1([C:7]([N:9]2[CH2:14][CH:13]([C:15]3[CH:20]=[CH:19][C:18]([O:21][C:22]([F:25])([F:24])[F:23])=[CH:17][CH:16]=3)[CH2:12][CH:11]([C:26]([OH:28])=O)[CH2:10]2)=[O:8])[CH2:6][CH2:5][O:4][CH2:3][CH2:2]1.[Cl:29][C:30]1[CH:35]=[CH:34][CH:33]=[CH:32][C:31]=1[C:36](=[NH:39])[NH:37]O.